Dataset: Reaction yield outcomes from USPTO patents with 853,638 reactions. Task: Predict the reaction yield, written as a fraction of the theoretical maximum amount of product (1.0 means a 100% yield; for example, 0.34 means a 34% yield). (1) The reactants are [Cl:1][C:2]1[CH:11]=[C:10]([C:12]2[N:17]=[C:16]3[N:18]([CH2:21][C:22]4[CH:23]=[C:24]5[C:29](=[CH:30][CH:31]=4)[N:28]=[CH:27][CH:26]=[CH:25]5)[N:19]=[N:20][C:15]3=[CH:14][CH:13]=2)[CH:9]=[CH:8][C:3]=1[C:4]([O:6]C)=[O:5].[OH-].[Li+].C1COCC1.Cl. The yield is 0.930. The catalyst is CO.O. The product is [Cl:1][C:2]1[CH:11]=[C:10]([C:12]2[N:17]=[C:16]3[N:18]([CH2:21][C:22]4[CH:23]=[C:24]5[C:29](=[CH:30][CH:31]=4)[N:28]=[CH:27][CH:26]=[CH:25]5)[N:19]=[N:20][C:15]3=[CH:14][CH:13]=2)[CH:9]=[CH:8][C:3]=1[C:4]([OH:6])=[O:5]. (2) The reactants are [F:1][C:2]1[CH:9]=[C:8]([OH:10])[CH:7]=[C:6]([F:11])[C:3]=1[CH:4]=[O:5].N1C=CC=CC=1.[N:18]1([C:24](Cl)=[O:25])[CH2:23][CH2:22][O:21][CH2:20][CH2:19]1. The catalyst is C(Cl)Cl.O. The product is [N:18]1([C:24]([O:10][C:8]2[CH:9]=[C:2]([F:1])[C:3]([CH:4]=[O:5])=[C:6]([F:11])[CH:7]=2)=[O:25])[CH2:23][CH2:22][O:21][CH2:20][CH2:19]1. The yield is 0.940. (3) The reactants are [Cl:1][C:2]1[CH:3]=[C:4]([C:14]([O:16][CH2:17][CH3:18])=[O:15])[C:5]([CH3:13])=[C:6]2[C:11]=1[S:10][CH2:9][CH2:8][C:7]2=[O:12].[BH4-].[Na+].Cl. The product is [Cl:1][C:2]1[CH:3]=[C:4]([C:14]([O:16][CH2:17][CH3:18])=[O:15])[C:5]([CH3:13])=[C:6]2[C:11]=1[S:10][CH2:9][CH2:8][CH:7]2[OH:12]. The catalyst is C(O)C.ClCCl. The yield is 0.970. (4) The reactants are [CH3:1][O:2][C:3]1[CH:4]=[C:5]([C:17]2[CH:18]=[CH:19][C:20]3[N:21]([N:23]=[C:24]([NH2:26])[N:25]=3)[CH:22]=2)[CH:6]=[CH:7][C:8]=1[O:9][CH2:10][C:11]1[CH:16]=[CH:15][CH:14]=[CH:13][CH:12]=1.N1C=CC=CC=1.[N:33]1([CH2:39][C:40]2[CH:48]=[CH:47][C:43]([C:44](Cl)=[O:45])=[CH:42][CH:41]=2)[CH2:38][CH2:37][CH2:36][CH2:35][CH2:34]1. The catalyst is ClCCl. The product is [CH2:10]([O:9][C:8]1[CH:7]=[CH:6][C:5]([C:17]2[CH:18]=[CH:19][C:20]3[N:21]([N:23]=[C:24]([NH:26][C:44](=[O:45])[C:43]4[CH:47]=[CH:48][C:40]([CH2:39][N:33]5[CH2:38][CH2:37][CH2:36][CH2:35][CH2:34]5)=[CH:41][CH:42]=4)[N:25]=3)[CH:22]=2)=[CH:4][C:3]=1[O:2][CH3:1])[C:11]1[CH:12]=[CH:13][CH:14]=[CH:15][CH:16]=1. The yield is 0.0900. (5) The reactants are [CH:1]12[CH2:10][CH:5]3[CH2:6][CH:7]([CH2:9][CH:3]([CH2:4]3)[CH:2]1[CH:11]([O:26]CC1C=CC=CC=1)[C:12]1[CH:24]=[CH:23][C:15]([C:16]([NH:18][S:19]([CH3:22])(=[O:21])=[O:20])=[O:17])=[CH:14][C:13]=1[Cl:25])[CH2:8]2. The catalyst is CO.C(OCC)(=O)C.[Pd]. The product is [CH:1]12[CH2:10][CH:5]3[CH2:6][CH:7]([CH2:9][CH:3]([CH2:4]3)[CH:2]1[CH:11]([OH:26])[C:12]1[CH:24]=[CH:23][C:15]([C:16]([NH:18][S:19]([CH3:22])(=[O:21])=[O:20])=[O:17])=[CH:14][C:13]=1[Cl:25])[CH2:8]2. The yield is 0.280. (6) The catalyst is O.O1CCOCC1. The reactants are [Li+].[OH-].[CH3:3][C:4]1[CH:9]=[CH:8][CH:7]=[C:6]([CH3:10])[C:5]=1[NH:11][C:12]([NH:14][C:15]1[C:16]([C:25]([NH:27][CH:28]([CH3:35])[CH2:29][C:30]([O:32]CC)=[O:31])=[O:26])=[CH:17][C:18]2[C:23]([CH:24]=1)=[CH:22][CH:21]=[CH:20][CH:19]=2)=[O:13].Cl.C(OCC)(=O)C. The product is [CH3:10][C:6]1[CH:7]=[CH:8][CH:9]=[C:4]([CH3:3])[C:5]=1[NH:11][C:12]([NH:14][C:15]1[C:16]([C:25]([NH:27][CH:28]([CH3:35])[CH2:29][C:30]([OH:32])=[O:31])=[O:26])=[CH:17][C:18]2[C:23]([CH:24]=1)=[CH:22][CH:21]=[CH:20][CH:19]=2)=[O:13]. The yield is 0.370. (7) The reactants are Cl.[C:2]([C:4]1[C:5](O)=[C:6]([C:10]2[N:20]=[CH:19][CH:18]=[CH:17][C:11]=2[C:12]([O:14][CH2:15][CH3:16])=[O:13])[CH:7]=[CH:8][CH:9]=1)#[N:3].CS([O:26][CH2:27][CH2:28][C:29]1[CH:34]=[CH:33][C:32]([O:35][CH3:36])=[C:31]([O:37][CH3:38])[CH:30]=1)(=O)=O.C(=O)([O-])[O-].[K+].[K+]. The catalyst is CN(C=O)C. The product is [C:2]([C:4]1[CH:5]=[C:6]([C:10]2[N:20]=[CH:19][CH:18]=[CH:17][C:11]=2[C:12]([O:14][CH2:15][CH3:16])=[O:13])[CH:7]=[CH:8][C:9]=1[O:26][CH2:27][CH2:28][C:29]1[CH:34]=[CH:33][C:32]([O:35][CH3:36])=[C:31]([O:37][CH3:38])[CH:30]=1)#[N:3]. The yield is 0.990.